From a dataset of Full USPTO retrosynthesis dataset with 1.9M reactions from patents (1976-2016). Predict the reactants needed to synthesize the given product. Given the product [O:1]1[CH2:6][CH2:5][N:4]([C:7]2[CH:12]=[CH:11][C:10]([C:13]3[NH:17][C:16]4[CH:18]=[CH:19][C:20]([NH:22][C:23](=[O:28])[C:24]([NH:22][C:20]5[CH:19]=[CH:18][C:16]6[NH:17][C:13]([C:10]7[CH:11]=[CH:12][C:7]([N:4]8[CH2:3][CH2:2][O:1][CH2:6][CH2:5]8)=[CH:8][CH:9]=7)=[N:14][C:15]=6[CH:21]=5)=[O:25])=[CH:21][C:15]=4[N:14]=3)=[CH:9][CH:8]=2)[CH2:3][CH2:2]1, predict the reactants needed to synthesize it. The reactants are: [O:1]1[CH2:6][CH2:5][N:4]([C:7]2[CH:12]=[CH:11][C:10]([C:13]3[NH:14][C:15]4[CH:21]=[C:20]([NH2:22])[CH:19]=[CH:18][C:16]=4[N:17]=3)=[CH:9][CH:8]=2)[CH2:3][CH2:2]1.[C:23]([OH:28])(=O)[C:24](O)=[O:25].